The task is: Regression. Given a peptide amino acid sequence and an MHC pseudo amino acid sequence, predict their binding affinity value. This is MHC class I binding data.. This data is from Peptide-MHC class I binding affinity with 185,985 pairs from IEDB/IMGT. (1) The peptide sequence is DINVIGLIV. The MHC is HLA-A31:01 with pseudo-sequence HLA-A31:01. The binding affinity (normalized) is 0.142. (2) The peptide sequence is ATVANVFLY. The MHC is HLA-A01:01 with pseudo-sequence HLA-A01:01. The binding affinity (normalized) is 0.368.